This data is from Experimentally validated miRNA-target interactions with 360,000+ pairs, plus equal number of negative samples. The task is: Binary Classification. Given a miRNA mature sequence and a target amino acid sequence, predict their likelihood of interaction. (1) The miRNA is hsa-miR-4666a-5p with sequence AUACAUGUCAGAUUGUAUGCC. The protein sequence of the target gene is MRLSVAAAISHGRVFRRMGLGPESRIHLLRNLLTGLVRHERIEAPWARVDEMRGYAEKLIDYGKLGDTNERAMRMADFWLTEKDLIPKLFQVLAPRYKDQTGGYTRMLQIPNRSLDRAKMAVIEYKGNCLPPLPLPRRDSHLTLLNQLLQGLRQDLRQSQEASNHSSHTAQTPGI. Result: 1 (interaction). (2) The protein sequence of the target gene is MSQKPAKEGPRLSKNQKYSEHFSIHCCPPFTFLNSKKEIVDRKYSICKSGCFYQKKEEDWICCACQKTRTSRRAKSPQRPKQQPAAPPAVVRAPAKPRSPPRSERQPRSPPRSERQPRSPPRSERQPRSPPRSERQPRPRPEVRPPPAKQRPPQKSKQQPRSSPLRGPGASRGGSPVKASRFW. The miRNA is hsa-miR-329-3p with sequence AACACACCUGGUUAACCUCUUU. Result: 1 (interaction).